This data is from Peptide-MHC class I binding affinity with 185,985 pairs from IEDB/IMGT. The task is: Regression. Given a peptide amino acid sequence and an MHC pseudo amino acid sequence, predict their binding affinity value. This is MHC class I binding data. The binding affinity (normalized) is 0.0847. The peptide sequence is TTAEFTVPK. The MHC is HLA-B58:01 with pseudo-sequence HLA-B58:01.